From a dataset of Full USPTO retrosynthesis dataset with 1.9M reactions from patents (1976-2016). Predict the reactants needed to synthesize the given product. (1) Given the product [CH:1]1([CH2:4][N:5]2[CH2:14][CH2:13][C:12]3[C:7](=[CH:8][CH:9]=[CH:10][C:11]=3[NH:15][CH2:18][C:17]([OH:21])=[O:20])[CH2:6]2)[CH2:2][CH2:3]1, predict the reactants needed to synthesize it. The reactants are: [CH:1]1([CH2:4][N:5]2[CH2:14][CH2:13][C:12]3[C:7](=[CH:8][CH:9]=[CH:10][C:11]=3[NH2:15])[CH2:6]2)[CH2:3][CH2:2]1.O.[C:17]([OH:21])(=[O:20])[CH:18]=O.[BH3-]C#N.[Na+].O. (2) Given the product [C:13]1([C:6]([C:3]2[CH:4]=[C:5]([CH:33]=[O:34])[O:1][CH:2]=2)([O:8][Si:9]([CH3:12])([CH3:10])[CH3:11])[CH3:7])[CH:14]=[CH:15][CH:16]=[CH:17][CH:18]=1, predict the reactants needed to synthesize it. The reactants are: [O:1]1[CH:5]=[CH:4][C:3]([C:6]([C:13]2[CH:18]=[CH:17][CH:16]=[CH:15][CH:14]=2)([O:8][Si:9]([CH3:12])([CH3:11])[CH3:10])[CH3:7])=[CH:2]1.[Li]C(CC)C.C1CCCCC1.CN([CH:33]=[O:34])C.